Predict the product of the given reaction. From a dataset of Forward reaction prediction with 1.9M reactions from USPTO patents (1976-2016). (1) Given the reactants [OH:1][CH2:2][C:3]1[CH:8]=[CH:7][N:6]=[CH:5][CH:4]=1.[Br:9][CH2:10][C:11](Br)=[O:12], predict the reaction product. The product is: [BrH:9].[Br:9][CH2:10][C:11]([O:1][CH2:2][C:3]1[CH:8]=[CH:7][N:6]=[CH:5][CH:4]=1)=[O:12]. (2) The product is: [CH2:27]([O:42][C:41]([O:43][CH2:44][N:12]1[N:11]=[C:10]([C:14]([O:16][CH2:17][CH3:18])=[O:15])[C:9]([C:7](=[O:8])[C:6]2[CH:19]=[C:20]([O:21][CH3:22])[C:3]([O:2][CH3:1])=[CH:4][C:5]=2[N+:23]([O-:25])=[O:24])=[N:13]1)=[O:26])[CH3:37]. Given the reactants [CH3:1][O:2][C:3]1[C:20]([O:21][CH3:22])=[CH:19][C:6]([C:7]([C:9]2[NH:13][N:12]=[N:11][C:10]=2[C:14]([O:16][CH2:17][CH3:18])=[O:15])=[O:8])=[C:5]([N+:23]([O-:25])=[O:24])[CH:4]=1.[OH2:26].[C:27]1([CH3:37])C=CC(S(O)(=O)=O)=CC=1.C=O.Cl[C:41]([O:43][CH2:44]C)=[O:42], predict the reaction product. (3) Given the reactants [Cl:1][C:2]1[CH:7]=[CH:6][CH:5]=[CH:4][C:3]=1[C@H:8]([O:10][C:11](=[O:27])[NH:12][C:13]1[C:14]([CH3:26])=[N:15][O:16][C:17]=1[C:18]1[CH:23]=[CH:22][C:21](Br)=[CH:20][C:19]=1[Cl:25])[CH3:9].[CH2:28]([O:30][C:31](=[O:48])[CH2:32][C:33]1[CH:38]=[CH:37][C:36](B2OC(C)(C)C(C)(C)O2)=[CH:35][CH:34]=1)[CH3:29], predict the reaction product. The product is: [CH2:28]([O:30][C:31](=[O:48])[CH2:32][C:33]1[CH:38]=[CH:37][C:36]([C:21]2[CH:22]=[CH:23][C:18]([C:17]3[O:16][N:15]=[C:14]([CH3:26])[C:13]=3[NH:12][C:11]([O:10][C@@H:8]([C:3]3[CH:4]=[CH:5][CH:6]=[CH:7][C:2]=3[Cl:1])[CH3:9])=[O:27])=[C:19]([Cl:25])[CH:20]=2)=[CH:35][CH:34]=1)[CH3:29]. (4) Given the reactants CC(C)([O-])C.[K+].[CH3:7][C:8]1[C:12]([C:13]2[CH:14]=[C:15]([C:34]([NH2:36])=[O:35])[C:16]3[NH:17][C:18]4[C:23]([C:24]=3[CH:25]=2)=[CH:22][C:21]([C:26]([N:28]2[CH2:33][CH2:32][O:31][CH2:30][CH2:29]2)=[O:27])=[CH:20][CH:19]=4)=[C:11]([CH3:37])[O:10][N:9]=1.[CH:38]1([S:41](Cl)(=[O:43])=[O:42])[CH2:40][CH2:39]1, predict the reaction product. The product is: [CH:38]1([S:41]([N:17]2[C:16]3[C:15]([C:34]([NH2:36])=[O:35])=[CH:14][C:13]([C:12]4[C:8]([CH3:7])=[N:9][O:10][C:11]=4[CH3:37])=[CH:25][C:24]=3[C:23]3[C:18]2=[CH:19][CH:20]=[C:21]([C:26]([N:28]2[CH2:29][CH2:30][O:31][CH2:32][CH2:33]2)=[O:27])[CH:22]=3)(=[O:43])=[O:42])[CH2:40][CH2:39]1. (5) Given the reactants [NH:1]1[CH2:6][CH2:5][CH:4]([N:7]2[C:15]3[C:10](=[N:11][CH:12]=[CH:13][CH:14]=3)[NH:9][C:8]2=[O:16])[CH2:3][CH2:2]1.Cl[C:18]1[CH:23]=[C:22]([O:24][CH3:25])[N:21]=[C:20]([C:26]([N:28]2[C:36]3[C:31](=[CH:32][C:33]([F:37])=[CH:34][CH:35]=3)[CH2:30][CH2:29]2)=[O:27])[CH:19]=1, predict the reaction product. The product is: [F:37][C:33]1[CH:32]=[C:31]2[C:36](=[CH:35][CH:34]=1)[N:28]([C:26]([C:20]1[N:21]=[C:22]([O:24][CH3:25])[CH:23]=[C:18]([N:1]3[CH2:2][CH2:3][CH:4]([N:7]4[C:15]5[C:10](=[N:11][CH:12]=[CH:13][CH:14]=5)[NH:9][C:8]4=[O:16])[CH2:5][CH2:6]3)[CH:19]=1)=[O:27])[CH2:29][CH2:30]2. (6) Given the reactants [Cl:1][C:2]1[CH:7]=[CH:6][C:5]([C@@:8]23[O:15][C@@:12]([CH2:16][OH:17])([CH2:13][O:14]2)[C@@H:11]([OH:18])[C@H:10]([OH:19])[C@H:9]3[OH:20])=[CH:4][C:3]=1[CH2:21][C:22]1[CH:27]=[CH:26][C:25]([O:28][CH2:29][CH3:30])=[CH:24][CH:23]=1.CO[CH:33](OC)[C:34]1[CH:39]=[CH:38][CH:37]=[CH:36][CH:35]=1.O.C1(C)C=CC(S(O)(=O)=O)=CC=1.[Na], predict the reaction product. The product is: [Cl:1][C:2]1[CH:7]=[CH:6][C:5]([C@:8]23[O:15][C@@:12]4([CH2:16][O:17][CH:33]([C:34]5[CH:39]=[CH:38][CH:37]=[CH:36][CH:35]=5)[O:18][C@H:11]4[C@H:10]([OH:19])[C@H:9]2[OH:20])[CH2:13][O:14]3)=[CH:4][C:3]=1[CH2:21][C:22]1[CH:23]=[CH:24][C:25]([O:28][CH2:29][CH3:30])=[CH:26][CH:27]=1. (7) Given the reactants [NH2:1][C:2]1[O:6][N:5]=[C:4]([CH3:7])[C:3]=1[Br:8].[Cl:9][C:10]1[CH:15]=[C:14]([Cl:16])[C:13]([Cl:17])=[CH:12][C:11]=1[S:18](Cl)(=[O:20])=[O:19], predict the reaction product. The product is: [Cl:9][C:10]1[CH:15]=[C:14]([Cl:16])[C:13]([Cl:17])=[CH:12][C:11]=1[S:18]([NH:1][C:2]1[O:6][N:5]=[C:4]([CH3:7])[C:3]=1[Br:8])(=[O:20])=[O:19].